Dataset: Catalyst prediction with 721,799 reactions and 888 catalyst types from USPTO. Task: Predict which catalyst facilitates the given reaction. (1) Reactant: [F:1][C:2]([F:27])([F:26])[C:3]1[CH:25]=[CH:24][C:6]([CH2:7][O:8][N:9]=[C:10]([C:12]2[CH:13]=[CH:14][C:15]([O:18][CH2:19][C:20]([O:22]C)=[O:21])=[N:16][CH:17]=2)[CH3:11])=[CH:5][CH:4]=1.CO.O.[OH-].[Li+]. Product: [F:26][C:2]([F:1])([F:27])[C:3]1[CH:4]=[CH:5][C:6]([CH2:7][O:8][N:9]=[C:10]([C:12]2[CH:13]=[CH:14][C:15]([O:18][CH2:19][C:20]([OH:22])=[O:21])=[N:16][CH:17]=2)[CH3:11])=[CH:24][CH:25]=1. The catalyst class is: 1. (2) Reactant: [C:1]([C:9]1[C:10](=[O:20])[N:11]([CH3:19])[C:12](=[O:18])[N:13]([CH3:17])[C:14]=1[CH2:15]Br)(=O)[C:2]1[CH:7]=[CH:6][CH:5]=[CH:4][CH:3]=1.C[Si](C)(C)[NH:23][Si](C)(C)C.C(N(CC)CC)C. Product: [CH3:17][N:13]1[C:14]2=[CH:15][NH:23][C:1]([C:2]3[CH:7]=[CH:6][CH:5]=[CH:4][CH:3]=3)=[C:9]2[C:10](=[O:20])[N:11]([CH3:19])[C:12]1=[O:18]. The catalyst class is: 225. (3) Reactant: [CH3:1][C:2]1([CH3:48])[CH2:10][C:9]2[N:8]([CH2:11][O:12][CH2:13][CH2:14][Si:15]([CH3:18])([CH3:17])[CH3:16])[N:7]=[C:6]([C:19]3[N:20]([CH2:40][O:41][CH2:42][CH2:43][Si:44]([CH3:47])([CH3:46])[CH3:45])[C:21]4[C:26]([CH:27]=3)=[CH:25][CH:24]=[C:23]([N:28](C)[C:29](=O)OCC3C=CC=CC=3)[CH:22]=4)[C:5]=2[CH2:4][CH2:3]1.C([O-])=O.[NH4+]. Product: [CH3:1][C:2]1([CH3:48])[CH2:10][C:9]2[N:8]([CH2:11][O:12][CH2:13][CH2:14][Si:15]([CH3:16])([CH3:17])[CH3:18])[N:7]=[C:6]([C:19]3[N:20]([CH2:40][O:41][CH2:42][CH2:43][Si:44]([CH3:46])([CH3:45])[CH3:47])[C:21]4[C:26]([CH:27]=3)=[CH:25][CH:24]=[C:23]([NH:28][CH3:29])[CH:22]=4)[C:5]=2[CH2:4][CH2:3]1. The catalyst class is: 178. (4) Reactant: [N:1]1([C:13]2[CH:18]=[CH:17][C:16]([N:19]3[C:23]4=[N:24][CH:25]=[CH:26][CH:27]=[C:22]4[NH:21][C:20]3=[O:28])=[CH:15][CH:14]=2)[C:5]2=[N:6][C:7]3[CH:12]=[CH:11][CH:10]=[CH:9][C:8]=3[N:4]2[CH2:3][CH2:2]1.[CH2:29](I)[CH3:30].[H-].[Na+].O. Product: [N:1]1([C:13]2[CH:18]=[CH:17][C:16]([N:19]3[C:23]4=[N:24][CH:25]=[CH:26][CH:27]=[C:22]4[N:21]([CH2:29][CH3:30])[C:20]3=[O:28])=[CH:15][CH:14]=2)[C:5]2=[N:6][C:7]3[CH:12]=[CH:11][CH:10]=[CH:9][C:8]=3[N:4]2[CH2:3][CH2:2]1. The catalyst class is: 3. (5) Product: [CH3:1][O:2][C:3]1[CH:4]=[C:5]([CH3:24])[C:6]([S:10]([N:13]([CH2:15][C:16]2[O:17][CH:18]=[C:19]([C:21]([N:60]([CH2:59][C:58]3[CH:57]=[CH:56][C:55]([CH2:54][N:51]4[CH2:52][CH2:53][CH:49]([O:48][CH3:47])[CH2:50]4)=[CH:63][CH:62]=3)[CH3:61])=[O:23])[N:20]=2)[CH3:14])(=[O:11])=[O:12])=[C:7]([CH3:9])[CH:8]=1. Reactant: [CH3:1][O:2][C:3]1[CH:8]=[C:7]([CH3:9])[C:6]([S:10]([N:13]([CH2:15][C:16]2[O:17][CH:18]=[C:19]([C:21]([OH:23])=O)[N:20]=2)[CH3:14])(=[O:12])=[O:11])=[C:5]([CH3:24])[CH:4]=1.CCN=C=NCCCN(C)C.C1C=CC2N(O)N=NC=2C=1.Cl.[CH3:47][O:48][CH:49]1[CH2:53][CH2:52][N:51]([CH2:54][C:55]2[CH:63]=[CH:62][C:58]([CH2:59][NH:60][CH3:61])=[CH:57][CH:56]=2)[CH2:50]1. The catalyst class is: 2. (6) Reactant: [CH3:1][C:2]1[CH:7]=[CH:6][C:5]([N:8]2[C:12]([NH2:13])=[CH:11][C:10]([C:14]([CH3:17])([CH3:16])[CH3:15])=[N:9]2)=[CH:4][CH:3]=1.[C:18]1([CH3:26])[CH:23]=[CH:22][C:21]([CH:24]=O)=[CH:20][CH:19]=1.[CH3:27][C:28]1([CH3:36])[CH2:35][C:33](=O)[CH2:32][C:30](=[O:31])[CH2:29]1. Product: [C:14]([C:10]1[C:11]2[CH:26]([C:18]3[CH:23]=[CH:22][C:21]([CH3:24])=[CH:20][CH:19]=3)[C:32]3[C:30](=[O:31])[CH2:29][C:28]([CH3:27])([CH3:36])[CH2:35][C:33]=3[NH:13][C:12]=2[N:8]([C:5]2[CH:4]=[CH:3][C:2]([CH3:1])=[CH:7][CH:6]=2)[N:9]=1)([CH3:17])([CH3:16])[CH3:15]. The catalyst class is: 8. (7) Reactant: [C:1]([O:5][C:6]([NH:8][CH:9]([C:29]([N:31]1[CH2:36][CH2:35][O:34][CH2:33][CH2:32]1)=[O:30])[CH2:10][C:11]1[CH:28]=[CH:27][C:14]([O:15][C:16]2[CH:21]=[CH:20][C:19]([CH2:22][CH2:23][C:24]([OH:26])=O)=[CH:18][CH:17]=2)=[CH:13][CH:12]=1)=[O:7])([CH3:4])([CH3:3])[CH3:2].ON1C2C=CC=CC=2N=N1.CCN=C=NCCCN(C)C.C(N(CC)CC)C.Cl.[CH2:66]([O:73][NH2:74])[C:67]1[CH:72]=[CH:71][CH:70]=[CH:69][CH:68]=1. Product: [C:1]([O:5][C:6](=[O:7])[NH:8][CH:9]([CH2:10][C:11]1[CH:12]=[CH:13][C:14]([O:15][C:16]2[CH:17]=[CH:18][C:19]([CH2:22][CH2:23][C:24](=[O:26])[NH:74][O:73][CH2:66][C:67]3[CH:72]=[CH:71][CH:70]=[CH:69][CH:68]=3)=[CH:20][CH:21]=2)=[CH:27][CH:28]=1)[C:29]([N:31]1[CH2:36][CH2:35][O:34][CH2:33][CH2:32]1)=[O:30])([CH3:4])([CH3:2])[CH3:3]. The catalyst class is: 3.